Dataset: Forward reaction prediction with 1.9M reactions from USPTO patents (1976-2016). Task: Predict the product of the given reaction. (1) Given the reactants [CH3:1][O:2][C:3](=[O:15])[C:4]1[C:5](=[C:10](I)[CH:11]=[CH:12][CH:13]=1)[C:6]([O:8][CH3:9])=[O:7].[CH2:16]([O:18][C:19]1[CH:20]=[C:21]([CH:23]=[CH:24][C:25]=1[O:26][CH3:27])[NH2:22])[CH3:17].C1C=CC(P(C2C(C3C(P(C4C=CC=CC=4)C4C=CC=CC=4)=CC=C4C=3C=CC=C4)=C3C(C=CC=C3)=CC=2)C2C=CC=CC=2)=CC=1.C(=O)([O-])[O-].[Cs+].[Cs+], predict the reaction product. The product is: [CH3:1][O:2][C:3](=[O:15])[C:4]1[C:5](=[C:10]([NH:22][C:21]2[CH:23]=[CH:24][C:25]([O:26][CH3:27])=[C:19]([O:18][CH2:16][CH3:17])[CH:20]=2)[CH:11]=[CH:12][CH:13]=1)[C:6]([O:8][CH3:9])=[O:7]. (2) The product is: [CH3:24][O:25][C:26](=[O:41])[C@@H:27]([NH:30][C:31]([O:33][CH2:34][C:35]1[CH:36]=[CH:37][CH:38]=[CH:39][CH:40]=1)=[O:32])[CH2:28][NH:29][C:44]([N:43]1[CH2:2][CH2:1][N:3]([C:4]2[CH:5]=[CH:17][CH:18]=[C:13]([N+:10]([O-:12])=[O:11])[CH:6]=2)[CH2:7][CH2:9]1)=[O:45]. Given the reactants [CH2:1]([N:3]([CH:7]([CH3:9])C)[CH:4]([CH3:6])[CH3:5])[CH3:2].[N+:10]([C:13]1[CH:18]=[CH:17]C(OC(Cl)=O)=CC=1)([O-:12])=[O:11].Cl.[CH3:24][O:25][C:26](=[O:41])[C@@H:27]([NH:30][C:31]([O:33][CH2:34][C:35]1[CH:40]=[CH:39][CH:38]=[CH:37][CH:36]=1)=[O:32])[CH2:28][NH2:29].C[N:43](C)[CH:44]=[O:45], predict the reaction product. (3) Given the reactants [C:1]([O:5][C:6](=[O:52])[C:7]1[CH:12]=[CH:11][CH:10]=[C:9]([CH2:13][CH:14]([NH:28][C:29](=[O:49])[CH2:30][CH:31]2[CH2:36][CH2:35][CH:34]([CH2:37][NH:38]C(OCC3C=CC=CC=3)=O)[CH2:33][CH2:32]2)[B:15]2[O:23][CH:22]3[C:17]([CH3:27])([CH:18]4[CH2:24][CH:20]([CH2:21]3)[C:19]4([CH3:26])[CH3:25])[O:16]2)[C:8]=1[O:50][CH3:51])([CH3:4])([CH3:3])[CH3:2], predict the reaction product. The product is: [C:1]([O:5][C:6](=[O:52])[C:7]1[CH:12]=[CH:11][CH:10]=[C:9]([CH2:13][CH:14]([NH:28][C:29](=[O:49])[CH2:30][CH:31]2[CH2:32][CH2:33][CH:34]([CH2:37][NH2:38])[CH2:35][CH2:36]2)[B:15]2[O:23][CH:22]3[C:17]([CH3:27])([CH:18]4[CH2:24][CH:20]([CH2:21]3)[C:19]4([CH3:25])[CH3:26])[O:16]2)[C:8]=1[O:50][CH3:51])([CH3:2])([CH3:3])[CH3:4]. (4) Given the reactants [NH:1]1[CH2:6][CH2:5][CH:4]([N:7]2[C:11]3[CH:12]=[CH:13][CH:14]=[CH:15][C:10]=3[N:9]=[C:8]2[C@@H:16]([NH:18][C:19]2[N:27]=[CH:26][N:25]=[C:24]3[C:20]=2[N:21]=[CH:22][NH:23]3)[CH3:17])[CH2:3][CH2:2]1.[CH3:28][C:29]([CH3:31])=O.C(O[BH-](OC(=O)C)OC(=O)C)(=O)C.[Na+], predict the reaction product. The product is: [CH:29]([N:1]1[CH2:6][CH2:5][CH:4]([N:7]2[C:11]3[CH:12]=[CH:13][CH:14]=[CH:15][C:10]=3[N:9]=[C:8]2[C@@H:16]([NH:18][C:19]2[N:27]=[CH:26][N:25]=[C:24]3[C:20]=2[N:21]=[CH:22][NH:23]3)[CH3:17])[CH2:3][CH2:2]1)([CH3:31])[CH3:28].